From a dataset of Forward reaction prediction with 1.9M reactions from USPTO patents (1976-2016). Predict the product of the given reaction. (1) Given the reactants [S:1]1[C:5]2[CH:6]=[C:7]([NH2:10])[CH:8]=[CH:9][C:4]=2[N:3]=[CH:2]1.[C:11]([O:15][C:16]([N:18]1[CH2:23][CH2:22][CH:21]([C:24](O)=[O:25])[CH2:20][CH2:19]1)=[O:17])([CH3:14])([CH3:13])[CH3:12].CCN(C(C)C)C(C)C.CCCP(=O)=O, predict the reaction product. The product is: [C:11]([O:15][C:16]([N:18]1[CH2:23][CH2:22][CH:21]([C:24](=[O:25])[NH:10][C:7]2[CH:8]=[CH:9][C:4]3[N:3]=[CH:2][S:1][C:5]=3[CH:6]=2)[CH2:20][CH2:19]1)=[O:17])([CH3:14])([CH3:13])[CH3:12]. (2) Given the reactants [CH2:1]([O:5][CH2:6][CH2:7][CH2:8][NH:9][C:10]1[C:19]2[C:14](=[CH:15][CH:16]=[CH:17][N:18]=2)[N:13]=[CH:12][C:11]=1[NH2:20])[CH2:2][CH2:3][CH3:4].[C:21](Cl)(=O)[CH2:22][CH2:23][CH2:24][CH3:25], predict the reaction product. The product is: [CH2:1]([O:5][CH2:6][CH2:7][CH2:8][N:9]1[C:10]2[C:19]3[N:18]=[CH:17][CH:16]=[CH:15][C:14]=3[N:13]=[CH:12][C:11]=2[N:20]=[C:21]1[CH2:22][CH2:23][CH2:24][CH3:25])[CH2:2][CH2:3][CH3:4]. (3) The product is: [Cl:1][C:2]1[C:3]([F:40])=[C:4]([N:8]2[C:15](=[O:16])[C:14]3[CH:13]=[C:12]([C:17]4[CH:18]=[C:19]([CH2:25][C:26]([NH:42][CH3:41])=[O:28])[CH:20]=[N:21][C:22]=4[O:23][CH3:24])[N:11]([CH:29]([CH3:31])[CH3:30])[C:10]=3[CH:9]2[C:32]2[CH:33]=[CH:34][C:35]([C:38]#[N:39])=[CH:36][CH:37]=2)[CH:5]=[CH:6][CH:7]=1. Given the reactants [Cl:1][C:2]1[C:3]([F:40])=[C:4]([N:8]2[C:15](=[O:16])[C:14]3[CH:13]=[C:12]([C:17]4[CH:18]=[C:19]([CH2:25][C:26]([OH:28])=O)[CH:20]=[N:21][C:22]=4[O:23][CH3:24])[N:11]([CH:29]([CH3:31])[CH3:30])[C:10]=3[CH:9]2[C:32]2[CH:37]=[CH:36][C:35]([C:38]#[N:39])=[CH:34][CH:33]=2)[CH:5]=[CH:6][CH:7]=1.[CH3:41][N:42](C(ON1N=NC2C=CC=NC1=2)=[N+](C)C)C.F[P-](F)(F)(F)(F)F.CN1CCOCC1.CN.Cl, predict the reaction product. (4) Given the reactants [C:1]([C:3]1[CH:4]=[C:5]([CH:31]([CH3:33])[CH3:32])[C:6]2[O:10][C:9]([C:11]3[CH:29]=[CH:28][C:14]([C:15]([NH:17][CH2:18][C@H:19]4[CH2:24][CH2:23][C@H:22]([CH2:25][CH:26]=O)[CH2:21][CH2:20]4)=[O:16])=[CH:13][CH:12]=3)=[N:8][C:7]=2[CH:30]=1)#[N:2].[F:34][C:35]([F:49])([F:48])[C:36]1[CH:37]=[C:38]([CH:41]=[C:42]([C:44]([F:47])([F:46])[F:45])[CH:43]=1)[CH2:39][NH2:40].C([BH3-])#N.[Na+], predict the reaction product. The product is: [F:34][C:35]([F:48])([F:49])[C:36]1[CH:37]=[C:38]([CH:41]=[C:42]([C:44]([F:47])([F:45])[F:46])[CH:43]=1)[CH2:39][NH:40][CH2:26][CH2:25][C@H:22]1[CH2:23][CH2:24][C@H:19]([CH2:18][NH:17][C:15](=[O:16])[C:14]2[CH:28]=[CH:29][C:11]([C:9]3[O:10][C:6]4[C:5]([CH:31]([CH3:32])[CH3:33])=[CH:4][C:3]([C:1]#[N:2])=[CH:30][C:7]=4[N:8]=3)=[CH:12][CH:13]=2)[CH2:20][CH2:21]1. (5) Given the reactants [C:1]1([C:7]2[N:11]=[C:10](S)[NH:9][N:8]=2)[CH:6]=[CH:5][CH:4]=[CH:3][CH:2]=1, predict the reaction product. The product is: [C:1]1([C:7]2[N:11]=[CH:10][NH:9][N:8]=2)[CH:2]=[CH:3][CH:4]=[CH:5][CH:6]=1.